Dataset: CYP2C19 inhibition data for predicting drug metabolism from PubChem BioAssay. Task: Regression/Classification. Given a drug SMILES string, predict its absorption, distribution, metabolism, or excretion properties. Task type varies by dataset: regression for continuous measurements (e.g., permeability, clearance, half-life) or binary classification for categorical outcomes (e.g., BBB penetration, CYP inhibition). Dataset: cyp2c19_veith. The molecule is COCCN(C(=O)C(C)C)c1nnc(-c2ccc(C)cc2)s1. The result is 1 (inhibitor).